Predict which catalyst facilitates the given reaction. From a dataset of Catalyst prediction with 721,799 reactions and 888 catalyst types from USPTO. Reactant: [CH3:1][O:2][C:3]1[CH:8]=[CH:7][CH:6]=[CH:5][C:4]=1[NH:9][C:10](=[O:16])[O:11][C:12]([CH3:15])([CH3:14])[CH3:13].C([Li])(C)(C)C.[I:22]I.[O-]S([O-])(=S)=O.[Na+].[Na+]. Product: [I:22][C:5]1[CH:6]=[CH:7][CH:8]=[C:3]([O:2][CH3:1])[C:4]=1[NH:9][C:10](=[O:16])[O:11][C:12]([CH3:13])([CH3:15])[CH3:14]. The catalyst class is: 28.